This data is from NCI-60 drug combinations with 297,098 pairs across 59 cell lines. The task is: Regression. Given two drug SMILES strings and cell line genomic features, predict the synergy score measuring deviation from expected non-interaction effect. (1) Drug 1: CNC(=O)C1=CC=CC=C1SC2=CC3=C(C=C2)C(=NN3)C=CC4=CC=CC=N4. Drug 2: C1CN(CCN1C(=O)CCBr)C(=O)CCBr. Cell line: COLO 205. Synergy scores: CSS=5.57, Synergy_ZIP=-3.41, Synergy_Bliss=0.910, Synergy_Loewe=-4.35, Synergy_HSA=-2.21. (2) Cell line: CCRF-CEM. Synergy scores: CSS=-5.25, Synergy_ZIP=3.95, Synergy_Bliss=1.07, Synergy_Loewe=-7.66, Synergy_HSA=-6.99. Drug 2: COC1=C2C(=CC3=C1OC=C3)C=CC(=O)O2. Drug 1: C1=CN(C=N1)CC(O)(P(=O)(O)O)P(=O)(O)O.